This data is from Full USPTO retrosynthesis dataset with 1.9M reactions from patents (1976-2016). The task is: Predict the reactants needed to synthesize the given product. (1) Given the product [CH3:1][S:2]([O:21][CH2:20][CH2:19][CH2:18][C:17]#[C:16][C:6]1[C:15]2[C:10](=[CH:11][CH:12]=[CH:13][CH:14]=2)[CH:9]=[CH:8][CH:7]=1)(=[O:4])=[O:3], predict the reactants needed to synthesize it. The reactants are: [CH3:1][S:2](Cl)(=[O:4])=[O:3].[C:6]1([C:16]#[C:17][CH2:18][CH2:19][CH2:20][OH:21])[C:15]2[C:10](=[CH:11][CH:12]=[CH:13][CH:14]=2)[CH:9]=[CH:8][CH:7]=1.C(N(CC)CC)C.O. (2) Given the product [CH3:1][O:2][C:3]1[CH:4]=[C:5]2[C:10](=[CH:11][CH:12]=1)[C:9]([O:13][C:29]1[CH:36]=[CH:35][C:32]([CH:33]=[O:34])=[CH:31][CH:30]=1)=[C:8]([C:14]1[CH:19]=[CH:18][CH:17]=[CH:16][CH:15]=1)[C:7]([CH2:20][CH2:21][C:22]([F:24])([F:23])[F:25])=[CH:6]2, predict the reactants needed to synthesize it. The reactants are: [CH3:1][O:2][C:3]1[CH:4]=[C:5]2[C:10](=[CH:11][CH:12]=1)[C:9]([OH:13])=[C:8]([C:14]1[CH:19]=[CH:18][CH:17]=[CH:16][CH:15]=1)[C:7]([CH2:20][CH2:21][C:22]([F:25])([F:24])[F:23])=[CH:6]2.[H-].[Na+].F[C:29]1[CH:36]=[CH:35][C:32]([CH:33]=[O:34])=[CH:31][CH:30]=1. (3) Given the product [Cl:22][C:23]1[CH:32]=[CH:31][C:26]2[N:27]([CH2:2][C:3]([N:5]3[CH2:10][CH2:9][N:8]([C:11]4[CH:16]=[C:15]([O:17][CH3:18])[C:14]([Cl:19])=[CH:13][C:12]=4[F:20])[CH2:7][C@@H:6]3[CH3:21])=[O:4])[C:28](=[O:30])[O:29][C:25]=2[CH:24]=1, predict the reactants needed to synthesize it. The reactants are: Cl[CH2:2][C:3]([N:5]1[CH2:10][CH2:9][N:8]([C:11]2[CH:16]=[C:15]([O:17][CH3:18])[C:14]([Cl:19])=[CH:13][C:12]=2[F:20])[CH2:7][C@@H:6]1[CH3:21])=[O:4].[Cl:22][C:23]1[CH:32]=[CH:31][C:26]2[NH:27][C:28](=[O:30])[O:29][C:25]=2[CH:24]=1.C([O-])([O-])=O.[K+].[K+]. (4) Given the product [O:14]1[C:10]2([CH2:9][CH2:8][CH2:7][CH:6]2[C:4]([O:3][CH3:2])=[O:5])[O:11][CH2:12][CH2:13]1, predict the reactants needed to synthesize it. The reactants are: O.[CH3:2][O:3][C:4]([CH:6]1[C:10](=[O:11])[CH2:9][CH2:8][CH2:7]1)=[O:5].[CH2:12](O)[CH2:13][OH:14].C1C=CC=CC=1. (5) Given the product [CH3:1][O:2][C:3]([C:5]1[O:6][C:7]([C:25]2[CH:26]=[CH:27][C:22]([C:19]([CH2:20][CH3:21])([C:38]3[CH:43]=[CH:42][C:41]([OH:44])=[C:40]([CH3:45])[CH:39]=3)[CH2:17][CH3:18])=[CH:23][C:24]=2[CH3:37])=[CH:8][CH:9]=1)=[O:4], predict the reactants needed to synthesize it. The reactants are: [CH3:1][O:2][C:3]([C:5]1[O:6][C:7](Br)=[CH:8][CH:9]=1)=[O:4].C(=O)([O-])[O-].[Na+].[Na+].[CH2:17]([C:19]([C:38]1[CH:43]=[CH:42][C:41]([OH:44])=[C:40]([CH3:45])[CH:39]=1)([C:22]1[CH:27]=[CH:26][C:25](B2OC(C)(C)C(C)(C)O2)=[C:24]([CH3:37])[CH:23]=1)[CH2:20][CH3:21])[CH3:18].C(OCC)(=O)C.